From a dataset of Reaction yield outcomes from USPTO patents with 853,638 reactions. Predict the reaction yield, written as a fraction of the theoretical maximum amount of product (1.0 means a 100% yield; for example, 0.34 means a 34% yield). The reactants are [H-].C([Al+]CC(C)C)C(C)C.[CH3:11][O:12][C:13]1[CH:18]=[CH:17][CH:16]=[C:15]([O:19][CH3:20])[C:14]=1/[CH:21]=[CH:22]/[C:23]#N.CO.S(=O)(=O)(O)[OH:28]. The catalyst is C1(C)C=CC=CC=1. The product is [CH3:11][O:12][C:13]1[CH:18]=[CH:17][CH:16]=[C:15]([O:19][CH3:20])[C:14]=1/[CH:21]=[CH:22]/[CH:23]=[O:28]. The yield is 0.600.